This data is from Peptide-MHC class II binding affinity with 134,281 pairs from IEDB. The task is: Regression. Given a peptide amino acid sequence and an MHC pseudo amino acid sequence, predict their binding affinity value. This is MHC class II binding data. (1) The binding affinity (normalized) is 0.321. The peptide sequence is KFTVFEAAFNKAIKE. The MHC is HLA-DQA10101-DQB10501 with pseudo-sequence HLA-DQA10101-DQB10501. (2) The peptide sequence is DINASFRAAMATTAN. The MHC is DRB1_1101 with pseudo-sequence DRB1_1101. The binding affinity (normalized) is 0.412. (3) The peptide sequence is IISTFHLSIPNFNQY. The MHC is DRB1_1501 with pseudo-sequence DRB1_1501. The binding affinity (normalized) is 0.648.